This data is from Reaction yield outcomes from USPTO patents with 853,638 reactions. The task is: Predict the reaction yield, written as a fraction of the theoretical maximum amount of product (1.0 means a 100% yield; for example, 0.34 means a 34% yield). The reactants are [CH3:1][S:2][C:3]1[CH:8]=[CH:7][CH:6]=[CH:5][C:4]=1[N:9]1[CH2:24][CH:12]2[CH2:13][N:14]([C:17]([O:19][C:20]([CH3:23])([CH3:22])[CH3:21])=[O:18])[CH2:15][CH2:16][N:11]2[C:10]1=[O:25].ClC1C=CC=C(C(OO)=[O:34])C=1.[OH2:37]. The product is [CH3:1][S:2]([C:3]1[CH:8]=[CH:7][CH:6]=[CH:5][C:4]=1[N:9]1[CH2:24][CH:12]2[CH2:13][N:14]([C:17]([O:19][C:20]([CH3:22])([CH3:21])[CH3:23])=[O:18])[CH2:15][CH2:16][N:11]2[C:10]1=[O:25])(=[O:34])=[O:37]. The yield is 0.750. The catalyst is C(OCC)(=O)C.